This data is from Forward reaction prediction with 1.9M reactions from USPTO patents (1976-2016). The task is: Predict the product of the given reaction. (1) Given the reactants [Si:1](Cl)([C:4]([CH3:7])([CH3:6])[CH3:5])([CH3:3])[CH3:2].[OH:9][CH:10]([CH2:32][OH:33])[CH2:11][N:12]1[C:20]([C:21]2[CH:26]=[CH:25][CH:24]=[C:23]([F:27])[CH:22]=2)=[C:19]2[C:14]([N:15]([CH3:31])[C:16](=[O:30])[N:17]([CH3:29])[C:18]2=[O:28])=[CH:13]1.N1C=CN=C1, predict the reaction product. The product is: [Si:1]([O:33][CH2:32][CH:10]([OH:9])[CH2:11][N:12]1[C:20]([C:21]2[CH:26]=[CH:25][CH:24]=[C:23]([F:27])[CH:22]=2)=[C:19]2[C:14]([N:15]([CH3:31])[C:16](=[O:30])[N:17]([CH3:29])[C:18]2=[O:28])=[CH:13]1)([C:4]([CH3:7])([CH3:6])[CH3:5])([CH3:3])[CH3:2]. (2) The product is: [N:29]([C@@H:10]([C:12]1[CH:13]=[N:14][C:15]([O:18][CH3:19])=[N:16][CH:17]=1)[CH2:9][O:8][Si:1]([C:4]([CH3:7])([CH3:6])[CH3:5])([CH3:3])[CH3:2])=[N+:30]=[N-:31]. Given the reactants [Si:1]([O:8][CH2:9][C@@H:10]([C:12]1[CH:13]=[N:14][C:15]([O:18][CH3:19])=[N:16][CH:17]=1)O)([C:4]([CH3:7])([CH3:6])[CH3:5])([CH3:3])[CH3:2].C1C=CC(OP(OC2C=CC=CC=2)([N:29]=[N+:30]=[N-:31])=O)=CC=1.N12CCCN=C1CCCCC2, predict the reaction product. (3) Given the reactants [I-].[CH3:2][S+](C)(C)=O.[H-].[Na+].[Br:9][C:10]1[CH:15]=[CH:14][C:13](/[CH:16]=[CH:17]/[C:18]([O:20][CH2:21][CH3:22])=[O:19])=[CH:12][CH:11]=1, predict the reaction product. The product is: [Br:9][C:10]1[CH:11]=[CH:12][C:13]([C@@H:16]2[CH2:2][C@H:17]2[C:18]([O:20][CH2:21][CH3:22])=[O:19])=[CH:14][CH:15]=1. (4) Given the reactants [NH2:1][C:2]1[C:3]([N:15]([CH:20]2[CH2:25][CH2:24][CH2:23][CH2:22][CH2:21]2)[CH2:16][CH:17]([CH3:19])[CH3:18])=[CH:4][C:5]([F:14])=[C:6]([C@H:8]2[CH2:10][C@H:9]2[C:11]([OH:13])=[O:12])[CH:7]=1.[CH3:26][C:27]1[O:31][N:30]=[C:29]([NH:32][C:33](=O)[O:34]C2C=CC([N+]([O-])=O)=CC=2)[CH:28]=1, predict the reaction product. The product is: [CH:20]1([N:15]([CH2:16][CH:17]([CH3:19])[CH3:18])[C:3]2[C:2]([NH:1][C:33]([NH:32][C:29]3[CH:28]=[C:27]([CH3:26])[O:31][N:30]=3)=[O:34])=[CH:7][C:6]([C@H:8]3[CH2:10][C@H:9]3[C:11]([OH:13])=[O:12])=[C:5]([F:14])[CH:4]=2)[CH2:21][CH2:22][CH2:23][CH2:24][CH2:25]1.